Dataset: Full USPTO retrosynthesis dataset with 1.9M reactions from patents (1976-2016). Task: Predict the reactants needed to synthesize the given product. (1) The reactants are: [Cl:1][C:2]1[CH:23]=[C:22](OS(C(F)(F)F)(=O)=O)[C:5]2[O:6][C@@H:7]([CH2:10][O:11][S:12]([C:15]3[CH:20]=[CH:19][C:18]([CH3:21])=[CH:17][CH:16]=3)(=[O:14])=[O:13])[CH2:8][O:9][C:4]=2[CH:3]=1.[Cl:32][C:33]1[CH:38]=[CH:37][CH:36]=[CH:35][C:34]=1B(O)O. Given the product [Cl:32][C:33]1[CH:38]=[CH:37][CH:36]=[CH:35][C:34]=1[C:22]1[C:5]2[O:6][C@@H:7]([CH2:10][O:11][S:12]([C:15]3[CH:20]=[CH:19][C:18]([CH3:21])=[CH:17][CH:16]=3)(=[O:13])=[O:14])[CH2:8][O:9][C:4]=2[CH:3]=[C:2]([Cl:1])[CH:23]=1, predict the reactants needed to synthesize it. (2) Given the product [CH3:31][N:32]1[CH2:37][CH2:36][N:35]([C:2]2[CH:7]=[CH:6][C:5]([NH:8][C:9]3[N:30]=[C:12]4[CH:13]=[CH:14][CH:15]=[C:16]([C:17]5[CH:22]=[CH:21][C:20]([CH2:23][N:24]6[CH2:29][CH2:28][O:27][CH2:26][CH2:25]6)=[CH:19][CH:18]=5)[N:11]4[N:10]=3)=[CH:4][CH:3]=2)[CH2:34][CH2:33]1, predict the reactants needed to synthesize it. The reactants are: Cl[C:2]1[CH:7]=[CH:6][C:5]([NH:8][C:9]2[N:30]=[C:12]3[CH:13]=[CH:14][CH:15]=[C:16]([C:17]4[CH:22]=[CH:21][C:20]([CH2:23][N:24]5[CH2:29][CH2:28][O:27][CH2:26][CH2:25]5)=[CH:19][CH:18]=4)[N:11]3[N:10]=2)=[CH:4][CH:3]=1.[CH3:31][N:32]1[CH2:37][CH2:36][NH:35][CH2:34][CH2:33]1.C(=O)([O-])[O-].[Cs+].[Cs+].C1(P(C2C=CC=CC=2)C2C3OC4C(=CC=CC=4P(C4C=CC=CC=4)C4C=CC=CC=4)C(C)(C)C=3C=CC=2)C=CC=CC=1. (3) Given the product [CH2:16]([C@H:9]1[CH2:10][CH2:11][C@@H:12]([CH2:13][CH2:14][CH3:15])[NH:8]1)[CH2:17][CH3:18].[CH2:1]([N:8]1[CH:12]([CH2:13][CH2:14][CH3:15])[CH2:11][CH2:10][CH:9]1[CH2:16][CH2:17][CH3:18])[C:2]1[CH:7]=[CH:6][CH:5]=[CH:4][CH:3]=1, predict the reactants needed to synthesize it. The reactants are: [CH2:1]([N:8]1[C@H:12]([CH2:13][CH2:14][CH3:15])[CH2:11][CH2:10][C@@H:9]1[CH2:16][CH2:17][CH3:18])[C:2]1[CH:7]=[CH:6][CH:5]=[CH:4][CH:3]=1.CCCC(=O)CCC(=O)CCC.[OH-].[K+].C(N)C1C=CC=CC=1.C([BH3-])#N.[Na+].Cl. (4) Given the product [CH3:24][S:25][C:26]1[CH:34]=[CH:33][CH:32]=[CH:31][C:27]=1[C:28]1[O:15][N:14]=[C:13]([CH2:12][N:8]2[C:9]3[C:5](=[C:4]([C:20]([F:22])([F:23])[F:21])[C:3]([C:1]#[N:2])=[CH:11][CH:10]=3)[CH:6]=[C:7]2[CH2:17][CH2:18][CH3:19])[N:16]=1, predict the reactants needed to synthesize it. The reactants are: [C:1]([C:3]1[C:4]([C:20]([F:23])([F:22])[F:21])=[C:5]2[C:9](=[CH:10][CH:11]=1)[N:8]([CH2:12][C:13](=[NH:16])[NH:14][OH:15])[C:7]([CH2:17][CH2:18][CH3:19])=[CH:6]2)#[N:2].[CH3:24][S:25][C:26]1[CH:34]=[CH:33][CH:32]=[CH:31][C:27]=1[C:28](O)=O.CN(C(ON1N=NC2C=CC=NC1=2)=[N+](C)C)C.F[P-](F)(F)(F)(F)F.C(N(CC)CC)C.